This data is from Serine/threonine kinase 33 screen with 319,792 compounds. The task is: Binary Classification. Given a drug SMILES string, predict its activity (active/inactive) in a high-throughput screening assay against a specified biological target. (1) The molecule is O=C1/C(=c2\nc(N3CCN(CC3)C)c3c([nH]2)cccc3)C=CC=C1. The result is 1 (active). (2) The molecule is Clc1c(S(=O)(=O)N2CCC(CC2)C(OCC(=O)N2CCCC2=O)=O)c(Cl)ccc1. The result is 0 (inactive). (3) The result is 0 (inactive). The compound is Clc1ccc(/N=N\c2[nH]c(=O)[nH]c(=O)c2)cc1.